Dataset: Full USPTO retrosynthesis dataset with 1.9M reactions from patents (1976-2016). Task: Predict the reactants needed to synthesize the given product. (1) The reactants are: N1C=CN=C1.[I:6]I.[Si:8]([O:25][CH2:26][CH2:27][CH2:28][CH2:29][CH2:30]O)([C:21]([CH3:24])([CH3:23])[CH3:22])([C:15]1[CH:20]=[CH:19][CH:18]=[CH:17][CH:16]=1)[C:9]1[CH:14]=[CH:13][CH:12]=[CH:11][CH:10]=1.C1C=CC(P(C2C=CC=CC=2)C2C=CC=CC=2)=CC=1. Given the product [C:21]([Si:8]([O:25][CH2:26][CH2:27][CH2:28][CH2:29][CH2:30][I:6])([C:15]1[CH:16]=[CH:17][CH:18]=[CH:19][CH:20]=1)[C:9]1[CH:14]=[CH:13][CH:12]=[CH:11][CH:10]=1)([CH3:23])([CH3:24])[CH3:22], predict the reactants needed to synthesize it. (2) Given the product [F:41][C@:15]1([CH3:40])[C@H:16]([OH:17])[C@@H:18]([CH2:19][OH:20])[O:30][C@H:14]1[N:13]1[CH:42]=[CH:43][C:10]([NH2:9])=[N:11][C:12]1=[O:44], predict the reactants needed to synthesize it. The reactants are: C([NH:9][C:10]1[CH:43]=[CH:42][N:13]([C@@H:14]2[O:30][C@H:18]([CH:19](C3C(C([O-])=O)=CC=CC=3)[OH:20])[C@@:16](C3C(C([O-])=O)=CC=CC=3)([OH:17])[C@:15]2([F:41])[CH3:40])[C:12](=[O:44])[N:11]=1)(=O)C1C=CC=CC=1.C[O-].[Na+]. (3) Given the product [F:26][C:11]1[C:12]([C:15]2[O:16][C:17]3[CH:23]=[CH:22][C:21]([OH:24])=[CH:20][C:18]=3[CH:19]=2)=[CH:13][CH:14]=[C:9]([NH:7][CH3:6])[N:10]=1, predict the reactants needed to synthesize it. The reactants are: C(O[C:6](=O)[N:7]([C:9]1[CH:14]=[CH:13][C:12]([C:15]2[O:16][C:17]3[CH:23]=[CH:22][C:21]([O:24]C)=[CH:20][C:18]=3[CH:19]=2)=[C:11]([F:26])[N:10]=1)C)(C)(C)C.B(Br)(Br)Br.C(=O)(O)[O-].[Na+]. (4) Given the product [C:20]([O:24][C:25](=[O:26])[NH:27][CH2:28][C:29](=[O:30])[N:17]1[CH2:18][CH2:19][CH:15]([N:12]2[CH2:11][CH2:10][CH:9]([C:3]3[CH:8]=[CH:7][CH:6]=[CH:5][CH:4]=3)[CH2:14][CH2:13]2)[CH2:16]1)([CH3:23])([CH3:21])[CH3:22], predict the reactants needed to synthesize it. The reactants are: Cl.Cl.[C:3]1([CH:9]2[CH2:14][CH2:13][N:12]([CH:15]3[CH2:19][CH2:18][NH:17][CH2:16]3)[CH2:11][CH2:10]2)[CH:8]=[CH:7][CH:6]=[CH:5][CH:4]=1.[C:20]([O:24][C:25]([NH:27][CH2:28][C:29](O)=[O:30])=[O:26])([CH3:23])([CH3:22])[CH3:21].C(Cl)CCl.CCN(CC)CC. (5) Given the product [Br:1][C:2]1[CH:3]=[CH:4][C:5]2[C:13](=[O:15])[NH:17][C:7]3[C:6]=2[C:11]=1[CH:10]=[CH:9][CH:8]=3.[Br:1][C:2]1[C:11]2[C:6](=[C:7]([Br:12])[CH:8]=[CH:9][CH:10]=2)[CH:5]=[CH:4][CH:3]=1, predict the reactants needed to synthesize it. The reactants are: [Br:1][C:2]1[C:11]2[C:6](=[C:7]([Br:12])[CH:8]=[CH:9][CH:10]=2)[C:5]([C:13]([OH:15])=O)=[CH:4][CH:3]=1.[OH-].[NH4+:17]. (6) The reactants are: Cl[C:2]1[N:7]=[C:6]([N:8]2[CH2:13][CH2:12][CH2:11][CH:10]([C:14]3[CH:19]=[CH:18][C:17]([Cl:20])=[CH:16][CH:15]=3)[CH2:9]2)[N:5]=[CH:4][N:3]=1.B([C:24]1[CH:35]=[CH:34][C:27]([CH2:28][C@@H:29]([C:31]([OH:33])=[O:32])[NH2:30])=[CH:26][CH:25]=1)(O)O.C(#N)C.C(=O)([O-])[O-].[Na+].[Na+]. Given the product [NH2:30][CH:29]([CH2:28][C:27]1[CH:34]=[CH:35][C:24]([C:2]2[N:7]=[C:6]([N:8]3[CH2:13][CH2:12][CH2:11][CH:10]([C:14]4[CH:19]=[CH:18][C:17]([Cl:20])=[CH:16][CH:15]=4)[CH2:9]3)[N:5]=[CH:4][N:3]=2)=[CH:25][CH:26]=1)[C:31]([OH:33])=[O:32], predict the reactants needed to synthesize it. (7) Given the product [CH3:46][O:45][C:39]1[CH:38]=[C:37]([CH:42]=[CH:41][C:40]=1[O:43][CH3:44])[CH2:36][N:34]([CH3:35])[C:31]1[CH:30]=[CH:29][C:28]([CH2:27][N:20]2[C:21]([CH3:23])=[CH:22][C:18]([C:16]3[O:15][N:14]=[C:13]([C:4]4[CH:5]=[CH:6][C:7]([O:8][C:9]([F:11])([F:10])[F:12])=[C:2]([F:1])[CH:3]=4)[N:17]=3)=[N:19]2)=[CH:33][N:32]=1, predict the reactants needed to synthesize it. The reactants are: [F:1][C:2]1[CH:3]=[C:4]([C:13]2[N:17]=[C:16]([C:18]3[CH:22]=[C:21]([CH3:23])[NH:20][N:19]=3)[O:15][N:14]=2)[CH:5]=[CH:6][C:7]=1[O:8][C:9]([F:12])([F:11])[F:10].Cl.Cl.Cl[CH2:27][C:28]1[CH:29]=[CH:30][C:31]([N:34]([CH2:36][C:37]2[CH:42]=[CH:41][C:40]([O:43][CH3:44])=[C:39]([O:45][CH3:46])[CH:38]=2)[CH3:35])=[N:32][CH:33]=1. (8) Given the product [F:24][CH:23]([F:25])[C:21]1[N:20]=[CH:19][N:18]=[C:17]([NH:12][CH2:11][C:9]2[CH:10]=[C:5]3[CH:4]=[C:3]([C:2]([F:1])([F:14])[F:15])[NH:13][C:6]3=[N:7][CH:8]=2)[CH:22]=1, predict the reactants needed to synthesize it. The reactants are: [F:1][C:2]([F:15])([F:14])[C:3]1[NH:13][C:6]2=[N:7][CH:8]=[C:9]([CH2:11][NH2:12])[CH:10]=[C:5]2[CH:4]=1.Cl[C:17]1[CH:22]=[C:21]([CH:23]([F:25])[F:24])[N:20]=[CH:19][N:18]=1.CCN(C(C)C)C(C)C.